This data is from Forward reaction prediction with 1.9M reactions from USPTO patents (1976-2016). The task is: Predict the product of the given reaction. (1) Given the reactants [Cu][C:2]#[N:3].Br[C:5]1[CH:10]=[C:9]([C:11]([F:14])([F:13])[F:12])[CH:8]=[CH:7][C:6]=1[NH2:15], predict the reaction product. The product is: [NH2:15][C:6]1[CH:5]=[CH:10][C:9]([C:11]([F:12])([F:13])[F:14])=[CH:8][C:7]=1[C:2]#[N:3]. (2) Given the reactants [CH:1]([C:3]1[CH:4]=[C:5]([CH:8]=[CH:9][C:10]=1[N:11]1[C:15]2=[N:16][CH:17]=[CH:18][C:19]([N:20]3[CH:24]=[C:23]([C:25]4[CH:26]=[N:27][N:28]([CH3:30])[CH:29]=4)[N:22]=[CH:21]3)=[C:14]2[C:13]([CH:31]([CH3:33])[CH3:32])=[N:12]1)[C:6]#[N:7])=[O:2].C(C1C=C(C=CC=1N1C2=NC=CC(I)=C2C(C(C)C)=N1)C#N)=[O:35].Cl.CN1C=C(C2N=CNC=2)C=N1, predict the reaction product. The product is: [CH:1]([C:3]1[CH:4]=[C:5]([CH:8]=[CH:9][C:10]=1[N:11]1[C:15]2=[N:16][CH:17]=[CH:18][C:19]([N:20]3[CH:24]=[C:23]([C:25]4[CH:26]=[N:27][N:28]([CH3:30])[CH:29]=4)[N:22]=[CH:21]3)=[C:14]2[C:13]([CH:31]([CH3:33])[CH3:32])=[N:12]1)[C:6]([NH2:7])=[O:35])=[O:2]. (3) The product is: [Cl:1][C:2]1[N:3]=[C:4]([N:12]2[CH2:17][CH2:16][O:15][CH2:14][CH2:13]2)[C:5]2[S:10][C:9]([CH:11]=[O:19])=[N:8][C:6]=2[N:7]=1. Given the reactants [Cl:1][C:2]1[N:3]=[C:4]([N:12]2[CH2:17][CH2:16][O:15][CH2:14][CH2:13]2)[C:5]2[S:10][C:9]([CH3:11])=[N:8][C:6]=2[N:7]=1.[Se](=O)=[O:19], predict the reaction product. (4) Given the reactants [CH3:1][N:2]([CH3:23])[C:3](=[O:22])[C:4]1[CH:9]=[CH:8][C:7](/[CH:10]=[N:11]/[C:12]2[CH:20]=[CH:19][CH:18]=[C:17]3[C:13]=2[CH2:14][O:15][C:16]3=[O:21])=[CH:6][CH:5]=1.[CH3:24][N:25]1[CH:29]=[CH:28][N:27]=[C:26]1[CH:30]=O.[Na].[CH2:33]([OH:35])[CH3:34], predict the reaction product. The product is: [CH3:23][N:2]([CH3:1])[C:3]([C:4]1[CH:9]=[CH:8][C:7]([CH:10]2[CH:30]([C:26]3[N:25]([CH3:24])[CH:29]=[CH:28][N:27]=3)[C:14](=[O:15])[C:13]3[C:17]([C:16]([O:35][CH2:33][CH3:34])=[O:21])=[CH:18][CH:19]=[CH:20][C:12]=3[NH:11]2)=[CH:6][CH:5]=1)=[O:22]. (5) The product is: [Si:1]([NH:8][S:9]([C:12]1[N:13]=[C:14]([CH:46]=[O:47])[N:15]([CH3:17])[CH:16]=1)(=[O:10])=[O:11])([C:4]([CH3:6])([CH3:7])[CH3:5])([CH3:3])[CH3:2]. Given the reactants [Si:1]([NH:8][S:9]([C:12]1[N:13]=[CH:14][N:15]([CH3:17])[CH:16]=1)(=[O:11])=[O:10])([C:4]([CH3:7])([CH3:6])[CH3:5])([CH3:3])[CH3:2].CN1C=C(S(N)(=O)=O)N=C1.[Si](Cl)(C(C)(C)C)(C)C.C(N(CC)CC)C.CN([CH:46]=[O:47])C, predict the reaction product. (6) The product is: [F:46][C:45]([F:47])([F:48])[C:43]1[CH:44]=[C:39]([NH:12][NH:11][C:9](=[O:10])[CH:8]([N:5]2[CH2:4][CH2:3][N:2]([CH3:1])[CH2:7][CH2:6]2)[C:13]2[C:18]([CH3:19])=[CH:17][CH:16]=[CH:15][N:14]=2)[CH:40]=[C:41]([C:49]([F:50])([F:51])[F:52])[CH:42]=1. Given the reactants [CH3:1][N:2]1[CH2:7][CH2:6][N:5]([CH:8]([C:13]2[C:18]([CH3:19])=[CH:17][CH:16]=[CH:15][N:14]=2)[C:9]([NH:11][NH2:12])=[O:10])[CH2:4][CH2:3]1.O1CCOCC1.CCCCCCCCCCCC.I[C:39]1[CH:44]=[C:43]([C:45]([F:48])([F:47])[F:46])[CH:42]=[C:41]([C:49]([F:52])([F:51])[F:50])[CH:40]=1.NC1(N)CCCCC1.C([O-])([O-])=O.[K+].[K+], predict the reaction product. (7) The product is: [F:1][C:2]1[CH:3]=[CH:4][C:5]([C@:8]2([CH2:32][CH2:33][CH2:34][OH:35])[O:13][C:12](=[O:14])[N:11]([C@H:15]([C:17]3[CH:22]=[CH:21][C:20]([C:37]4[N:42]=[CH:41][CH:40]=[CH:39][N:38]=4)=[CH:19][CH:18]=3)[CH3:16])[CH2:10][CH2:9]2)=[CH:6][CH:7]=1. Given the reactants [F:1][C:2]1[CH:7]=[CH:6][C:5]([C@:8]2([CH2:32][CH2:33][CH2:34][OH:35])[O:13][C:12](=[O:14])[N:11]([C@H:15]([C:17]3[CH:22]=[CH:21][C:20](B4OC(C)(C)C(C)(C)O4)=[CH:19][CH:18]=3)[CH3:16])[CH2:10][CH2:9]2)=[CH:4][CH:3]=1.Cl[C:37]1[N:42]=[CH:41][CH:40]=[CH:39][N:38]=1, predict the reaction product.